This data is from Catalyst prediction with 721,799 reactions and 888 catalyst types from USPTO. The task is: Predict which catalyst facilitates the given reaction. (1) Reactant: [CH3:1][O:2][C:3](=[O:19])[CH:4]([N:16]=[N+]=[N-])[CH:5]([C:10]1[CH:15]=[CH:14][CH:13]=[CH:12][CH:11]=1)[C:6]([F:9])([F:8])[F:7]. Product: [CH3:1][O:2][C:3](=[O:19])[CH:4]([NH2:16])[CH:5]([C:10]1[CH:15]=[CH:14][CH:13]=[CH:12][CH:11]=1)[C:6]([F:7])([F:9])[F:8]. The catalyst class is: 99. (2) Reactant: [F:1][C:2]1[CH:3]=[C:4]([C:8]2[CH:16]=[CH:15][C:11]([C:12]([OH:14])=O)=[CH:10][N:9]=2)[CH:5]=[CH:6][CH:7]=1.[CH3:17][N:18]([CH3:28])[C:19]([CH:21]1[CH2:26][CH2:25][CH:24]([NH2:27])[CH2:23][CH2:22]1)=[O:20]. Product: [CH3:17][N:18]([CH3:28])[C:19]([C@H:21]1[CH2:26][CH2:25][C@H:24]([NH:27][C:12](=[O:14])[C:11]2[CH:15]=[CH:16][C:8]([C:4]3[CH:5]=[CH:6][CH:7]=[C:2]([F:1])[CH:3]=3)=[N:9][CH:10]=2)[CH2:23][CH2:22]1)=[O:20]. The catalyst class is: 10. (3) Reactant: [CH2:1]([C:4]1[CH:18]=[CH:17][C:7]([C:8]([O:10][CH:11]([CH2:13][CH:14]([OH:16])[CH3:15])[CH3:12])=[O:9])=[CH:6][CH:5]=1)[CH2:2][CH3:3].[CH2:19]([N:21]([CH2:25][CH3:26])[C:22](Cl)=[O:23])[CH3:20]. Product: [CH2:1]([C:4]1[CH:18]=[CH:17][C:7]([C:8]([O:10][CH:11]([CH2:13][CH:14]([O:16][C:22](=[O:23])[N:21]([CH2:25][CH3:26])[CH2:19][CH3:20])[CH3:15])[CH3:12])=[O:9])=[CH:6][CH:5]=1)[CH2:2][CH3:3]. The catalyst class is: 17. (4) Reactant: C([O:3][C:4]([CH:6]1[CH2:11][CH2:10][NH:9][CH2:8][CH2:7]1)=[O:5])C.Br[CH2:13][CH2:14][O:15][CH3:16].C(=O)([O-])[O-].[K+].[K+].[OH-].[Na+]. The catalyst class is: 40. Product: [CH3:16][O:15][CH2:14][CH2:13][N:9]1[CH2:8][CH2:7][CH:6]([C:4]([OH:3])=[O:5])[CH2:11][CH2:10]1. (5) Reactant: [OH-].[K+].[CH3:3][N:4]1[C:13]2[CH:12]=[CH:11][CH:10]=[C:9]3[C@@H:14]4[CH2:19][N:18](C(OCC)=O)[CH2:17][CH2:16][C@@H:15]4[N:7]([C:8]=23)[CH2:6][CH2:5]1. Product: [CH3:3][N:4]1[C:13]2[CH:12]=[CH:11][CH:10]=[C:9]3[C@@H:14]4[CH2:19][NH:18][CH2:17][CH2:16][C@@H:15]4[N:7]([C:8]=23)[CH2:6][CH2:5]1. The catalyst class is: 51.